This data is from Catalyst prediction with 721,799 reactions and 888 catalyst types from USPTO. The task is: Predict which catalyst facilitates the given reaction. (1) Reactant: [Cl:1][C:2]1[CH:3]=[C:4]([C:8]2[CH:9]=[C:10]([CH2:17]O)[C:11]([CH3:16])=[N:12][C:13]=2[O:14][CH3:15])[CH:5]=[CH:6][CH:7]=1.[Cl:19]C1C=C(C2C(OC)=NC(C)=C(C=2)C=O)C=CC=1.[BH4-].[Na+]. Product: [Cl:19][CH2:17][C:10]1[C:11]([CH3:16])=[N:12][C:13]([O:14][CH3:15])=[C:8]([C:4]2[CH:5]=[CH:6][CH:7]=[C:2]([Cl:1])[CH:3]=2)[CH:9]=1. The catalyst class is: 5. (2) Reactant: [Li].N.C([N:10]1[C:17](=[O:18])[CH:16]([CH3:19])[N:15]([C:20]([O:22][C:23]([CH3:26])([CH3:25])[CH3:24])=[O:21])[CH2:14][C:11]21[CH2:13][CH2:12]2)C1C=CC=CC=1.[Cl-].[NH4+]. Product: [CH3:19][CH:16]1[N:15]([C:20]([O:22][C:23]([CH3:26])([CH3:25])[CH3:24])=[O:21])[CH2:14][C:11]2([CH2:12][CH2:13]2)[NH:10][C:17]1=[O:18]. The catalyst class is: 56. (3) Reactant: [Cl:1][C:2]1[N:3]=[N:4][C:5]([CH3:25])=[C:6]([C:18]2[CH:23]=[CH:22][C:21]([Cl:24])=[CH:20][CH:19]=2)[C:7]=1[C:8]1[C:13]([F:14])=[CH:12][C:11]([O:15]C)=[CH:10][C:9]=1[F:17].B(Br)(Br)Br. The catalyst class is: 2. Product: [Cl:1][C:2]1[N:3]=[N:4][C:5]([CH3:25])=[C:6]([C:18]2[CH:19]=[CH:20][C:21]([Cl:24])=[CH:22][CH:23]=2)[C:7]=1[C:8]1[C:13]([F:14])=[CH:12][C:11]([OH:15])=[CH:10][C:9]=1[F:17]. (4) Reactant: [C:1]1([C:7]2([CH2:13][O:14][CH2:15][C:16]3[CH:17]=[C:18]([C:26]4[CH:31]=[CH:30][C:29]([C:32]#[N:33])=[CH:28][CH:27]=4)[CH:19]=[C:20]([C:22]([F:25])([F:24])[F:23])[CH:21]=3)[CH2:12][CH2:11][NH:10][CH2:9][CH2:8]2)[CH:6]=[CH:5][CH:4]=[CH:3][CH:2]=1.[CH:34](=O)[CH3:35].C([BH3-])#N.[Na+]. Product: [CH2:34]([N:10]1[CH2:11][CH2:12][C:7]([CH2:13][O:14][CH2:15][C:16]2[CH:17]=[C:18]([C:26]3[CH:31]=[CH:30][C:29]([C:32]#[N:33])=[CH:28][CH:27]=3)[CH:19]=[C:20]([C:22]([F:24])([F:25])[F:23])[CH:21]=2)([C:1]2[CH:2]=[CH:3][CH:4]=[CH:5][CH:6]=2)[CH2:8][CH2:9]1)[CH3:35]. The catalyst class is: 477. (5) Reactant: [C:1]([C:5]1[CH:10]=[CH:9][C:8]([S:11](Cl)(=[O:13])=[O:12])=[CH:7][CH:6]=1)([CH3:4])([CH3:3])[CH3:2].[CH2:15]([C:17]1[CH:21]=[C:20]([NH2:22])[N:19]([C:23]2[CH:32]=[CH:31][CH:30]=[C:29]3[C:24]=2[CH:25]=[CH:26][CH:27]=[N:28]3)[N:18]=1)[CH3:16].ClCCl.[OH-].[Na+]. Product: [C:1]([C:5]1[CH:10]=[CH:9][C:8]([S:11]([NH:22][C:20]2[N:19]([C:23]3[CH:32]=[CH:31][CH:30]=[C:29]4[C:24]=3[CH:25]=[CH:26][CH:27]=[N:28]4)[N:18]=[C:17]([CH2:15][CH3:16])[CH:21]=2)(=[O:13])=[O:12])=[CH:7][CH:6]=1)([CH3:4])([CH3:3])[CH3:2]. The catalyst class is: 17.